Dataset: Peptide-MHC class I binding affinity with 185,985 pairs from IEDB/IMGT. Task: Regression. Given a peptide amino acid sequence and an MHC pseudo amino acid sequence, predict their binding affinity value. This is MHC class I binding data. (1) The peptide sequence is LEARVNLSV. The MHC is HLA-B45:06 with pseudo-sequence HLA-B45:06. The binding affinity (normalized) is 0.213. (2) The peptide sequence is VYWENEVSI. The MHC is HLA-B46:01 with pseudo-sequence HLA-B46:01. The binding affinity (normalized) is 0.0847. (3) The peptide sequence is YINWNFIRI. The MHC is H-2-Kb with pseudo-sequence H-2-Kb. The binding affinity (normalized) is 0.605. (4) The peptide sequence is AVEDFLAFF. The MHC is HLA-A02:11 with pseudo-sequence HLA-A02:11. The binding affinity (normalized) is 0.0847. (5) The peptide sequence is MHYGYNRAN. The MHC is HLA-A26:01 with pseudo-sequence HLA-A26:01. The binding affinity (normalized) is 0.0847. (6) The peptide sequence is NPNSPSITY. The MHC is HLA-B15:01 with pseudo-sequence HLA-B15:01. The binding affinity (normalized) is 0.202. (7) The MHC is HLA-A02:01 with pseudo-sequence HLA-A02:01. The binding affinity (normalized) is 0.0847. The peptide sequence is NSTHNTPVY. (8) The binding affinity (normalized) is 0. The peptide sequence is RQQLEDIFMR. The MHC is HLA-A33:01 with pseudo-sequence HLA-A33:01. (9) The MHC is HLA-B08:01 with pseudo-sequence HLA-B08:01. The peptide sequence is GRYSVRYVR. The binding affinity (normalized) is 0.0847. (10) The peptide sequence is DLEDLKDQI. The MHC is HLA-A02:02 with pseudo-sequence HLA-A02:02. The binding affinity (normalized) is 0.103.